From a dataset of Forward reaction prediction with 1.9M reactions from USPTO patents (1976-2016). Predict the product of the given reaction. Given the reactants [Cl:1][C:2]1[N:10]=[C:9]2[C:5]([N:6]=[C:7]([CH:12]=O)[N:8]2[CH3:11])=[C:4]([N:14]2[CH2:19][CH2:18][O:17][CH2:16][CH2:15]2)[N:3]=1.[CH:20]([CH:23]1[NH:28][CH2:27][CH2:26][NH:25][C:24]1=[O:29])([CH3:22])[CH3:21].C(O[BH-](OC(=O)C)OC(=O)C)(=O)C.[Na+], predict the reaction product. The product is: [Cl:1][C:2]1[N:10]=[C:9]2[C:5]([N:6]=[C:7]([CH2:12][N:28]3[CH2:27][CH2:26][NH:25][C:24](=[O:29])[CH:23]3[CH:20]([CH3:22])[CH3:21])[N:8]2[CH3:11])=[C:4]([N:14]2[CH2:19][CH2:18][O:17][CH2:16][CH2:15]2)[N:3]=1.